From a dataset of Forward reaction prediction with 1.9M reactions from USPTO patents (1976-2016). Predict the product of the given reaction. (1) Given the reactants C([O:3][C:4](=[O:51])[C:5]1[CH:10]=[CH:9][C:8]([NH:11]C2CCCCC2)=[C:7]([NH:18][C:19]([C:21]2[CH:22]=[C:23]3[C:28](=[CH:29][CH:30]=2)[N:27]=[C:26]([C:31]2[C:36](C4C=CC(Cl)=CC=4)=[CH:35][CH:34]=[C:33](C(N4CCCC4)=O)[CH:32]=2)[CH:25]=[CH:24]3)=O)[CH:6]=1)C.Cl[C:53]1[CH:99]=[CH:98][C:56]([C:53]2[C:99](C3C=C[C:99]4[C:53](=[CH:54][CH:55]=[C:56](C5N(C6CCCCC6)[C:54]6[CH:55]=[CH:56][C:98](C(O)=O)=[CH:99][C:53]=6N=5)[CH:98]=4)N=3)=[CH:98][C:56](C(N3CCCC3)=O)=[CH:55][CH:54]=2)=[CH:55][CH:54]=1.[C:100]1(C(C[C:100]2[CH:105]=[CH:104][CH:103]=[CH:102][CH:101]=2)=O)[CH:105]=[CH:104][CH:103]=[CH:102][CH:101]=1.C(C1C=CC=CC=1)(=O)C, predict the reaction product. The product is: [CH:100]1([N:11]2[C:8]3[CH:9]=[CH:10][C:5]([C:4]([OH:3])=[O:51])=[CH:6][C:7]=3[N:18]=[C:19]2[C:21]2[CH:22]=[C:23]3[C:28](=[CH:29][CH:30]=2)[N:27]=[C:26]([C:31]2[CH:36]=[CH:35][CH:34]=[CH:33][CH:32]=2)[C:25]([C:99]2[CH:53]=[CH:54][CH:55]=[CH:56][CH:98]=2)=[CH:24]3)[CH2:105][CH2:104][CH2:103][CH2:102][CH2:101]1. (2) Given the reactants [CH:1]([Mg]Cl)([CH3:3])[CH3:2].[Br:6][C:7]1[CH:8]=[C:9]2[C:14](=[C:15]([Cl:21])[C:16]=1[O:17][CH:18]([CH3:20])[CH3:19])[O:13][C:12]([CH3:23])([CH3:22])[CH2:11][C:10]2=O.CN1CCCN(C)C1=O, predict the reaction product. The product is: [Br:6][C:7]1[CH:8]=[C:9]2[C:14](=[C:15]([Cl:21])[C:16]=1[O:17][CH:18]([CH3:20])[CH3:19])[O:13][C:12]([CH3:23])([CH3:22])[CH:11]=[C:10]2[CH:1]([CH3:3])[CH3:2]. (3) Given the reactants Br[C:2]1[CH:7]=[CH:6][C:5]([CH2:8][CH2:9][CH2:10][O:11][Si:12]([C:15]([CH3:18])([CH3:17])[CH3:16])([CH3:14])[CH3:13])=[CH:4][CH:3]=1.[Li]CCCC.[CH2:24]([O:26][C:27]([C:29]1[C@@H:30]2[N:45]([CH3:46])[C@H:34]([CH2:35][C:36]=1OS(C(F)(F)F)(=O)=O)[CH2:33][N:32]([C:47]([O:49][C:50]([CH3:53])([CH3:52])[CH3:51])=[O:48])[CH2:31]2)=[O:28])[CH3:25], predict the reaction product. The product is: [CH2:24]([O:26][C:27]([C:29]1[C@@H:30]2[N:45]([CH3:46])[C@H:34]([CH2:35][C:36]=1[C:2]1[CH:7]=[CH:6][C:5]([CH2:8][CH2:9][CH2:10][O:11][Si:12]([C:15]([CH3:18])([CH3:17])[CH3:16])([CH3:14])[CH3:13])=[CH:4][CH:3]=1)[CH2:33][N:32]([C:47]([O:49][C:50]([CH3:51])([CH3:53])[CH3:52])=[O:48])[CH2:31]2)=[O:28])[CH3:25]. (4) Given the reactants [Cl:1][Si:2](Cl)([C:9]1[CH:14]=[C:13]([C:15]([CH3:18])([CH3:17])[CH3:16])[CH:12]=[C:11]([C:19]([CH3:22])([CH3:21])[CH3:20])[CH:10]=1)[C:3]1[CH:8]=[CH:7][CH:6]=[CH:5][CH:4]=1.[CH3:24][C:25]1[CH:26]=[C:27]([Li])[CH:28]=[C:29]([CH3:31])[CH:30]=1, predict the reaction product. The product is: [Cl:1][Si:2]([C:9]1[CH:14]=[C:13]([C:15]([CH3:17])([CH3:16])[CH3:18])[CH:12]=[C:11]([C:19]([CH3:22])([CH3:21])[CH3:20])[CH:10]=1)([C:27]1[CH:26]=[C:25]([CH3:24])[CH:30]=[C:29]([CH3:31])[CH:28]=1)[C:3]1[CH:4]=[CH:5][CH:6]=[CH:7][CH:8]=1. (5) The product is: [NH2:1][C:2]1[C:11]([N:12]2[CH2:17][CH2:16][O:15][CH2:14][CH2:13]2)=[CH:10][C:9]2[C:4](=[CH:5][CH:6]=[C:7]([C:18]3[C:19]([C:30]([N:32]4[CH2:33][CH2:34][CH2:35][CH2:36]4)=[O:31])=[CH:20][CH:21]=[CH:22][C:23]=3[C:24](=[O:38])[CH2:25][C:26]([CH3:29])([CH3:28])[CH3:27])[CH:8]=2)[N:3]=1. Given the reactants [NH2:1][C:2]1[C:11]([N:12]2[CH2:17][CH2:16][O:15][CH2:14][CH2:13]2)=[CH:10][C:9]2[C:4](=[CH:5][CH:6]=[C:7]([C:18]3[C:23]([CH2:24][CH2:25][C:26]([CH3:29])([CH3:28])[CH3:27])=[CH:22][CH:21]=[CH:20][C:19]=3[C:30]([N:32]3[CH2:36][CH2:35][CH2:34][CH2:33]3)=[O:31])[CH:8]=2)[N:3]=1.C(O)=[O:38], predict the reaction product. (6) Given the reactants [C:1]([C@H:5]1[CH2:10][CH2:9][C@H:8]([O:11][C:12]2[CH:13]=[C:14]3[C:19](=[CH:20][CH:21]=2)[CH:18]=[C:17]([C@:22]2([CH3:28])[CH2:26][O:25][C:24](=[O:27])[NH:23]2)[CH:16]=[CH:15]3)[CH2:7][CH2:6]1)([CH3:4])([CH3:3])[CH3:2].C(Cl)Cl.[I:32]N1C(=O)CCC1=O, predict the reaction product. The product is: [C:1]([C@H:5]1[CH2:6][CH2:7][C@H:8]([O:11][C:12]2[C:13]([I:32])=[C:14]3[C:19](=[CH:20][CH:21]=2)[CH:18]=[C:17]([C@:22]2([CH3:28])[CH2:26][O:25][C:24](=[O:27])[NH:23]2)[CH:16]=[CH:15]3)[CH2:9][CH2:10]1)([CH3:4])([CH3:2])[CH3:3]. (7) Given the reactants [NH2:1][C:2](=[O:18])[C@H:3]([NH:10]C(=O)OC(C)(C)C)[CH2:4][C:5]1[S:6][CH:7]=[CH:8][CH:9]=1.[ClH:19], predict the reaction product. The product is: [ClH:19].[NH2:10][C@H:3]([CH2:4][C:5]1[S:6][CH:7]=[CH:8][CH:9]=1)[C:2]([NH2:1])=[O:18].